Dataset: Full USPTO retrosynthesis dataset with 1.9M reactions from patents (1976-2016). Task: Predict the reactants needed to synthesize the given product. (1) The reactants are: C([O:4][C@H:5]1[CH2:22][CH2:21][C@@:20]2([CH3:23])[C@@H:7]([CH2:8][CH2:9][C@:10]3([CH3:42])[C@@H:19]2[CH2:18][CH2:17][C@H:16]2[C@@:11]3([CH3:41])[CH2:12][CH2:13][C@@:14]3([C:30]4[O:31][C:32]([C:35]5[CH:40]=[CH:39][CH:38]=[CH:37][CH:36]=5)=[N:33][N:34]=4)[CH2:26][CH2:25][C@@H:24]([C:27]([CH3:29])=[CH2:28])[C@@H:15]32)[C:6]1([CH3:44])[CH3:43])(=O)C.CO. Given the product [CH3:41][C@:11]12[C@@:10]3([CH3:42])[C@@H:19]([C@:20]4([CH3:23])[C@@H:7]([CH2:8][CH2:9]3)[C:6]([CH3:43])([CH3:44])[C@@H:5]([OH:4])[CH2:22][CH2:21]4)[CH2:18][CH2:17][C@@H:16]1[C@H:15]1[C@H:24]([C:27]([CH3:29])=[CH2:28])[CH2:25][CH2:26][C@:14]1([C:30]1[O:31][C:32]([C:35]3[CH:36]=[CH:37][CH:38]=[CH:39][CH:40]=3)=[N:33][N:34]=1)[CH2:13][CH2:12]2, predict the reactants needed to synthesize it. (2) Given the product [NH2:1][C:2]1[N:7]=[C:6]([NH:8][CH2:9][CH2:10][CH2:11][CH3:12])[C:5]([CH2:13][C:14]2[CH:19]=[CH:18][C:17]([CH2:20][C:21]([O:23][CH2:34][CH2:33][CH2:32][CH2:31][N:26]3[CH2:30][CH2:29][CH2:28][CH2:27]3)=[O:22])=[CH:16][C:15]=2[OH:24])=[C:4]([CH3:25])[N:3]=1, predict the reactants needed to synthesize it. The reactants are: [NH2:1][C:2]1[N:7]=[C:6]([NH:8][CH2:9][CH2:10][CH2:11][CH3:12])[C:5]([CH2:13][C:14]2[CH:19]=[CH:18][C:17]([CH2:20][C:21]([OH:23])=[O:22])=[CH:16][C:15]=2[OH:24])=[C:4]([CH3:25])[N:3]=1.[N:26]1([CH2:31][CH2:32][CH2:33][CH2:34]O)[CH2:30][CH2:29][CH2:28][CH2:27]1.